Task: Predict the reactants needed to synthesize the given product.. Dataset: Full USPTO retrosynthesis dataset with 1.9M reactions from patents (1976-2016) (1) Given the product [F:1][C:2]1[CH:37]=[C:36]([F:38])[CH:35]=[CH:34][C:3]=1[CH2:4][N:5]([CH2:27][CH2:28][CH2:29][CH2:30][CH2:31][CH2:32][CH3:33])[C:6](=[O:26])[CH2:7][C:8]1[CH:9]=[CH:10][C:11]([S:14][CH2:15][C:16]2[CH:25]=[CH:24][CH:23]=[CH:22][C:17]=2[C:18]([OH:20])=[O:19])=[CH:12][CH:13]=1, predict the reactants needed to synthesize it. The reactants are: [F:1][C:2]1[CH:37]=[C:36]([F:38])[CH:35]=[CH:34][C:3]=1[CH2:4][N:5]([CH2:27][CH2:28][CH2:29][CH2:30][CH2:31][CH2:32][CH3:33])[C:6](=[O:26])[CH2:7][C:8]1[CH:13]=[CH:12][C:11]([S:14][CH2:15][C:16]2[CH:25]=[CH:24][CH:23]=[CH:22][C:17]=2[C:18]([O:20]C)=[O:19])=[CH:10][CH:9]=1.[OH-].[Li+]. (2) Given the product [Br:15][C:16]1[CH:21]=[CH:20][C:19]([C@@H:22]([NH:24][S@@:25]([C:27]([CH3:30])([CH3:29])[CH3:28])=[O:26])[CH3:23])=[C:18]([CH3:31])[CH:17]=1, predict the reactants needed to synthesize it. The reactants are: C([BH-](C(CC)C)C(CC)C)(CC)C.[Li+].[Br:15][C:16]1[CH:21]=[CH:20][C:19]([C:22](=[N:24][S@@:25]([C:27]([CH3:30])([CH3:29])[CH3:28])=[O:26])[CH3:23])=[C:18]([CH3:31])[CH:17]=1.O.